This data is from Forward reaction prediction with 1.9M reactions from USPTO patents (1976-2016). The task is: Predict the product of the given reaction. (1) Given the reactants Br[C:2]1[CH:7]=[CH:6][C:5]([O:8][CH2:9][O:10][CH3:11])=[C:4]([O:12][CH3:13])[CH:3]=1.[Li]CCCC.[B:19](OC)([O:22]C)[O:20]C.C(OCC)(=O)C, predict the reaction product. The product is: [CH3:13][O:12][C:4]1[CH:3]=[C:2]([B:19]([OH:22])[OH:20])[CH:7]=[CH:6][C:5]=1[O:8][CH2:9][O:10][CH3:11]. (2) Given the reactants N(C(OCC)=O)=NC(OCC)=O.[C:13]([C:15]1[CH:16]=[C:17]([CH:21]([OH:29])[C:22]([O:24][C:25]([CH3:28])([CH3:27])[CH3:26])=[O:23])[CH:18]=[CH:19][CH:20]=1)#[N:14].O[N:31]1[C:35](=[O:36])[C:34]2=[CH:37][CH:38]=[CH:39][CH:40]=[C:33]2[C:32]1=[O:41].C1(P(C2C=CC=CC=2)C2C=CC=CC=2)C=CC=CC=1, predict the reaction product. The product is: [C:13]([C:15]1[CH:16]=[C:17]([CH:21]([O:29][N:31]2[C:35](=[O:36])[C:34]3[C:33](=[CH:40][CH:39]=[CH:38][CH:37]=3)[C:32]2=[O:41])[C:22]([O:24][C:25]([CH3:26])([CH3:28])[CH3:27])=[O:23])[CH:18]=[CH:19][CH:20]=1)#[N:14]. (3) Given the reactants [Cl:1][C:2]1[CH:3]=[C:4]([N+:23]([O-])=[O:24])[CH:5]=[C:6]2[C:11]=1[N:10]=[CH:9][C:8]([C:12]#[N:13])=[C:7]2[NH:14][C:15]1[CH:20]=[CH:19][C:18]([F:21])=[C:17]([Cl:22])[CH:16]=1.O.O.Cl[Sn]Cl.[CH2:31]([OH:33])[CH3:32].C(=O)([O-])[O-:35].[Na+:38].[Na+], predict the reaction product. The product is: [C:31]([O:35][CH2:20][CH3:15])(=[O:33])[CH3:32].[Cl-:1].[Na+:38].[OH2:24].[NH2:23][C:4]1[CH:5]=[C:6]2[C:11](=[C:2]([Cl:1])[CH:3]=1)[N:10]=[CH:9][C:8]([C:12]#[N:13])=[C:7]2[NH:14][C:15]1[CH:20]=[CH:19][C:18]([F:21])=[C:17]([Cl:22])[CH:16]=1. (4) Given the reactants [CH3:1][C:2]1[CH:20]=[CH:19][C:5]2[NH:6][C:7](=[O:18])[C:8]3[C:13]4[CH2:14][CH2:15][CH2:16][CH2:17][C:12]=4[S:11][C:9]=3[O:10][C:4]=2[CH:3]=1.ClC1C(=O)C(C#N)=C(C#N)C(=O)C=1Cl, predict the reaction product. The product is: [CH3:1][C:2]1[CH:20]=[CH:19][C:5]2[NH:6][C:7](=[O:18])[C:8]3[C:13]4[CH:14]=[CH:15][CH:16]=[CH:17][C:12]=4[S:11][C:9]=3[O:10][C:4]=2[CH:3]=1. (5) Given the reactants CO[CH:3](OC)[CH2:4][S:5][C:6]1[CH:11]=[CH:10][CH:9]=[C:8]([O:12][CH3:13])[CH:7]=1.[OH-].[Na+], predict the reaction product. The product is: [CH3:13][O:12][C:8]1[CH:9]=[CH:10][C:11]2[CH:3]=[CH:4][S:5][C:6]=2[CH:7]=1. (6) Given the reactants C1(C)C=CC=CC=1.O.C1(C)C=CC(S(O)(=O)=O)=CC=1.[CH2:20]([O:22][C:23]1[CH:28]=[CH:27][C:26]([C:29]2(O)[CH2:34][CH2:33][CH:32]([CH:35]3[CH2:39][CH2:38][CH:37]([CH2:40][CH2:41][CH3:42])[CH2:36]3)[CH2:31][CH2:30]2)=[C:25]([F:44])[C:24]=1[F:45])[CH3:21], predict the reaction product. The product is: [CH2:20]([O:22][C:23]1[CH:28]=[CH:27][C:26]([C:29]2[CH2:34][CH2:33][CH:32]([CH:35]3[CH2:39][CH2:38][CH:37]([CH2:40][CH2:41][CH3:42])[CH2:36]3)[CH2:31][CH:30]=2)=[C:25]([F:44])[C:24]=1[F:45])[CH3:21]. (7) The product is: [C:20]([C:24]1[CH:33]=[CH:32][C:27]([CH2:28][NH:29][C:30]([NH:8][CH2:9][C:10]2[CH:19]=[CH:18][C:13]3[NH:14][C:15](=[O:17])[NH:16][C:12]=3[CH:11]=2)=[O:31])=[CH:26][CH:25]=1)([CH3:23])([CH3:21])[CH3:22]. Given the reactants FC(F)(F)C(O)=O.[NH2:8][CH2:9][C:10]1[CH:19]=[CH:18][C:13]2[NH:14][C:15](=[O:17])[NH:16][C:12]=2[CH:11]=1.[C:20]([C:24]1[CH:33]=[CH:32][C:27]([CH2:28][N:29]=[C:30]=[O:31])=[CH:26][CH:25]=1)([CH3:23])([CH3:22])[CH3:21], predict the reaction product.